Predict the reaction yield, written as a fraction of the theoretical maximum amount of product (1.0 means a 100% yield; for example, 0.34 means a 34% yield). From a dataset of Reaction yield outcomes from USPTO patents with 853,638 reactions. (1) The reactants are [Cl:1][C:2]1[CH:3]=[C:4]([CH:18]=[CH:19][C:20]=1[Cl:21])[CH2:5][NH:6][C:7](=[O:17])[CH:8]=[C:9]1[C:13](=[O:14])OC(C)(C)[O:10]1.[CH2:22]=[N:23][CH2:24][CH2:25][N:26]1[CH2:31][CH2:30][O:29][CH2:28][CH2:27]1.CO. No catalyst specified. The product is [Cl:1][C:2]1[CH:3]=[C:4]([CH:18]=[CH:19][C:20]=1[Cl:21])[CH2:5][NH:6][C:7]([C:8]1[CH2:22][N:23]([CH2:24][CH2:25][N:26]2[CH2:31][CH2:30][O:29][CH2:28][CH2:27]2)[C:13](=[O:14])[C:9]=1[OH:10])=[O:17]. The yield is 0.220. (2) The catalyst is CO. The product is [Cl:1][C:2]1[N:7]=[C:6]([CH2:8][C:9]([C:11]2[CH:16]=[CH:15][C:14]([O:17][CH3:18])=[CH:13][CH:12]=2)=[N:20][OH:21])[CH:5]=[CH:4][CH:3]=1. The reactants are [Cl:1][C:2]1[N:7]=[C:6]([CH2:8][C:9]([C:11]2[CH:16]=[CH:15][C:14]([O:17][CH3:18])=[CH:13][CH:12]=2)=O)[CH:5]=[CH:4][CH:3]=1.Cl.[NH2:20][OH:21].[OH-].[Na+]. The yield is 0.970.